This data is from TCR-epitope binding with 47,182 pairs between 192 epitopes and 23,139 TCRs. The task is: Binary Classification. Given a T-cell receptor sequence (or CDR3 region) and an epitope sequence, predict whether binding occurs between them. (1) The epitope is ELAGIGILTV. The TCR CDR3 sequence is CASSFGSTDTQYF. Result: 0 (the TCR does not bind to the epitope). (2) The epitope is VTEHDTLLY. The TCR CDR3 sequence is CATDHGGTDEAFF. Result: 1 (the TCR binds to the epitope).